This data is from Full USPTO retrosynthesis dataset with 1.9M reactions from patents (1976-2016). The task is: Predict the reactants needed to synthesize the given product. Given the product [CH3:1][N:2]1[CH2:7][CH2:6][N:5]([C:8]2[CH:15]=[CH:14][CH:13]=[CH:12][C:9]=2[CH2:10][NH2:11])[CH2:4][CH2:3]1, predict the reactants needed to synthesize it. The reactants are: [CH3:1][N:2]1[CH2:7][CH2:6][N:5]([C:8]2[CH:15]=[CH:14][CH:13]=[CH:12][C:9]=2[C:10]#[N:11])[CH2:4][CH2:3]1.N.